From a dataset of Full USPTO retrosynthesis dataset with 1.9M reactions from patents (1976-2016). Predict the reactants needed to synthesize the given product. (1) Given the product [CH3:1][C@H:2]1[CH2:3][N:4]([C:10]2[CH:11]=[CH:12][C:13]3[O:14][CH2:15][C:16](=[O:20])[NH:17][C:18]=3[N:19]=2)[CH2:5][C@@H:6]([CH3:8])[O:7]1, predict the reactants needed to synthesize it. The reactants are: [CH3:1][C@H:2]1[O:7][C@@H:6]([CH3:8])[CH2:5][NH:4][CH2:3]1.Br[C:10]1[CH:11]=[CH:12][C:13]2[O:14][CH2:15][C:16](=[O:20])[NH:17][C:18]=2[N:19]=1. (2) Given the product [CH3:69][O:68][C:61]1[CH:60]=[CH:59][C:58]([NH:57][C:41]([NH:1][C:2]2[CH:3]=[CH:4][C:5]([O:12][CH:13]([C:14]3[CH:19]=[CH:18][CH:17]=[CH:16][CH:15]=3)[C:20]3[CH:21]=[CH:22][C:23]([C:26]([F:27])([F:28])[F:29])=[CH:24][CH:25]=3)=[C:6]([CH:11]=2)[C:7]([O:9][CH3:10])=[O:8])=[O:42])=[CH:63][C:62]=1[C:64]([F:66])([F:67])[F:65], predict the reactants needed to synthesize it. The reactants are: [NH2:1][C:2]1[CH:3]=[CH:4][C:5]([O:12][CH:13]([C:20]2[CH:25]=[CH:24][C:23]([C:26]([F:29])([F:28])[F:27])=[CH:22][CH:21]=2)[C:14]2[CH:19]=[CH:18][CH:17]=[CH:16][CH:15]=2)=[C:6]([CH:11]=1)[C:7]([O:9][CH3:10])=[O:8].C(N(C(C)C)CC)(C)C.C1C(=O)N(OC(ON2C(=O)CCC2=O)=O)[C:41](=[O:42])C1.[NH2:57][C:58]1[CH:59]=[CH:60][C:61]([O:68][CH3:69])=[C:62]([C:64]([F:67])([F:66])[F:65])[CH:63]=1. (3) Given the product [F:16][C:17]1[CH:22]=[C:21]([C:2]2[C:3]([C:11]([O:13][CH2:14][CH3:15])=[O:12])=[CH:4][N:5]3[C:10]=2[CH:9]=[CH:8][CH:7]=[CH:6]3)[CH:20]=[CH:19][CH:18]=1, predict the reactants needed to synthesize it. The reactants are: Br[C:2]1[C:3]([C:11]([O:13][CH2:14][CH3:15])=[O:12])=[CH:4][N:5]2[C:10]=1[CH:9]=[CH:8][CH:7]=[CH:6]2.[F:16][C:17]1[CH:18]=[C:19](B(O)O)[CH:20]=[CH:21][CH:22]=1.